Dataset: Full USPTO retrosynthesis dataset with 1.9M reactions from patents (1976-2016). Task: Predict the reactants needed to synthesize the given product. (1) Given the product [NH2:49][CH2:50][O:51][CH2:52][CH2:53][O:26][CH2:25][CH2:24][NH:23][S:20]([C:16]1[CH:17]=[CH:18][CH:19]=[C:14]([C@H:5]2[C:4]3[C:9](=[C:10]([Cl:12])[CH:11]=[C:2]([Cl:1])[CH:3]=3)[CH2:8][N:7]([CH3:13])[CH2:6]2)[CH:15]=1)(=[O:21])=[O:22], predict the reactants needed to synthesize it. The reactants are: [Cl:1][C:2]1[CH:3]=[C:4]2[C:9](=[C:10]([Cl:12])[CH:11]=1)[CH2:8][N:7]([CH3:13])[CH2:6][C@H:5]2[C:14]1[CH:15]=[C:16]([S:20]([NH:23][CH2:24][CH2:25][O:26]CCOCCNC(=O)OC(C)(C)C)(=[O:22])=[O:21])[CH:17]=[CH:18][CH:19]=1.NCCOCCOCC[NH:49][C:50](=O)[O:51][C:52](C)(C)[CH3:53].[O-]P([O-])([O-])=O.[K+].[K+].[K+].S(Cl)(Cl)(=O)=O. (2) Given the product [F:13][C:14]1[CH:15]=[C:16]([CH:17]=[CH:18][C:19]=1[F:20])[CH2:21][NH:22][C:2]([NH:1][C:4]1[CH:12]=[CH:11][C:7]2[NH:8][CH:9]=[N:10][C:6]=2[CH:5]=1)=[S:3], predict the reactants needed to synthesize it. The reactants are: [N:1]([C:4]1[CH:12]=[CH:11][C:7]2[NH:8][CH:9]=[N:10][C:6]=2[CH:5]=1)=[C:2]=[S:3].[F:13][C:14]1[CH:15]=[C:16]([CH2:21][NH2:22])[CH:17]=[CH:18][C:19]=1[F:20]. (3) The reactants are: [C:1]([O:5][C:6]([N:8]1[CH2:12][CH2:11][CH2:10][CH:9]1[CH2:13][NH:14][S:15]([CH:18]1[CH2:20][CH2:19]1)(=[O:17])=[O:16])=[O:7])([CH3:4])([CH3:3])[CH3:2].[H-].[Na+].[CH3:23]I. Given the product [C:1]([O:5][C:6]([N:8]1[CH2:12][CH2:11][CH2:10][CH:9]1[CH2:13][N:14]([S:15]([CH:18]1[CH2:19][CH2:20]1)(=[O:16])=[O:17])[CH3:23])=[O:7])([CH3:4])([CH3:2])[CH3:3], predict the reactants needed to synthesize it. (4) The reactants are: COC1C=CC(C[NH:8][C:9]2[CH:10]=[C:11]([CH:14]=[CH:15][N:16]=2)[C:12]#[N:13])=CC=1. Given the product [NH2:8][C:9]1[CH:10]=[C:11]([CH:14]=[CH:15][N:16]=1)[C:12]#[N:13], predict the reactants needed to synthesize it.